This data is from Full USPTO retrosynthesis dataset with 1.9M reactions from patents (1976-2016). The task is: Predict the reactants needed to synthesize the given product. (1) Given the product [N+:16]([C:19]1[CH:27]=[CH:26][C:35]([CH2:34][O:36]/[N:28]=[C:9]2\[CH2:8][CH2:7][CH2:6][C:5]3[C:10]\2=[CH:11][C:2]([OH:1])=[C:3]([O:13][CH3:14])[CH:4]=3)=[CH:21][CH:20]=1)([O-:18])=[O:17], predict the reactants needed to synthesize it. The reactants are: [OH:1][C:2]1[CH:11]=[C:10]2[C:5]([CH2:6][CH2:7][CH2:8][C:9]2=O)=[CH:4][C:3]=1[O:13][CH3:14].Cl.[N+:16]([C:19]1[CH:27]=[CH:26]C(CNO)=[CH:21][CH:20]=1)([O-:18])=[O:17].[N:28]1C=CC=CC=1.[CH2:34]([OH:36])[CH3:35]. (2) Given the product [Cl:9][C:10]1[CH:15]=[C:14]([O:8][C:5]2[N:6]=[CH:7][C:2]([NH2:1])=[CH:3][CH:4]=2)[CH:13]=[CH:12][N:11]=1, predict the reactants needed to synthesize it. The reactants are: [NH2:1][C:2]1[CH:3]=[CH:4][C:5]([OH:8])=[N:6][CH:7]=1.[Cl:9][C:10]1[CH:15]=[C:14](Cl)[CH:13]=[CH:12][N:11]=1. (3) Given the product [C:15]([O:14][N:13]=[C:11]1[CH2:12][N:8]([C:6](=[O:7])[CH2:29][O:22][C:23]2[CH:24]=[CH:25][CH:26]=[CH:27][CH:28]=2)[C@H:9]([C:19]([NH:36][CH:33]2[CH2:35][CH2:34]2)=[O:21])[CH2:10]1)([CH3:16])([CH3:17])[CH3:18], predict the reactants needed to synthesize it. The reactants are: C(O[C:6]([N:8]1[CH2:12][C:11](=[N:13][O:14][C:15]([CH3:18])([CH3:17])[CH3:16])[CH2:10][C@H:9]1[C:19]([OH:21])=O)=[O:7])(C)(C)C.[O:22]([CH2:29]C(Cl)=O)[C:23]1[CH:28]=[CH:27][CH:26]=[CH:25][CH:24]=1.[CH:33]1([NH2:36])[CH2:35][CH2:34]1. (4) Given the product [S:30]1[CH:31]=[CH:32][N:33]=[C:29]1[NH:28][S:25]([C:22]1[CH:21]=[CH:20][C:19]([NH:16][C:17]2[S:18][C:10]([CH2:9][C:6]3[CH:7]=[CH:8][C:3]([C:2]([F:15])([F:14])[F:1])=[CH:4][CH:5]=3)=[N:12][N:13]=2)=[CH:24][CH:23]=1)(=[O:26])=[O:27], predict the reactants needed to synthesize it. The reactants are: [F:1][C:2]([F:15])([F:14])[C:3]1[CH:8]=[CH:7][C:6]([CH2:9][C:10]([NH:12][NH2:13])=O)=[CH:5][CH:4]=1.[N:16]([C:19]1[CH:24]=[CH:23][C:22]([S:25]([NH:28][C:29]2[S:30][CH:31]=[CH:32][N:33]=2)(=[O:27])=[O:26])=[CH:21][CH:20]=1)=[C:17]=[S:18].C(=O)([O-])[O-].[Na+].[Na+]. (5) The reactants are: [CH3:1][C:2]([C:6]1[CH:11]=[CH:10][C:9]([N+:12]([O-])=O)=[CH:8][CH:7]=1)([CH3:5])[C:3]#[N:4].[H][H]. Given the product [NH2:12][C:9]1[CH:8]=[CH:7][C:6]([C:2]([CH3:5])([CH3:1])[C:3]#[N:4])=[CH:11][CH:10]=1, predict the reactants needed to synthesize it. (6) Given the product [F:1][C:2]1[CH:3]=[CH:4][C:5]([NH:8][C:9]([C:11]2([C:14]([NH:16][C:17]3[CH:22]=[CH:21][C:20]([O:23][C:24]4[C:33]5[C:28](=[CH:29][C:30]([OH:36])=[C:31]([O:34][CH3:35])[CH:32]=5)[N:27]=[CH:26][N:25]=4)=[C:19]([F:44])[CH:18]=3)=[O:15])[CH2:13][CH2:12]2)=[O:10])=[CH:6][CH:7]=1, predict the reactants needed to synthesize it. The reactants are: [F:1][C:2]1[CH:7]=[CH:6][C:5]([NH:8][C:9]([C:11]2([C:14]([NH:16][C:17]3[CH:22]=[CH:21][C:20]([O:23][C:24]4[C:33]5[C:28](=[CH:29][C:30]([O:36]CC6C=CC=CC=6)=[C:31]([O:34][CH3:35])[CH:32]=5)[N:27]=[CH:26][N:25]=4)=[C:19]([F:44])[CH:18]=3)=[O:15])[CH2:13][CH2:12]2)=[O:10])=[CH:4][CH:3]=1.C(O)(=O)C.ClCCl.CO. (7) Given the product [CH2:1]([O:8][C:9](=[O:10])[NH:11][C@H:12]([C:13](=[O:15])[NH:49][CH2:48][CH2:46][OH:47])[CH2:16][CH:17]1[CH2:22][CH2:21][CH2:20][CH2:19][CH2:18]1)[C:2]1[CH:3]=[CH:4][CH:5]=[CH:6][CH:7]=1, predict the reactants needed to synthesize it. The reactants are: [CH2:1]([O:8][C:9]([NH:11][C@@H:12]([CH2:16][CH:17]1[CH2:22][CH2:21][CH2:20][CH2:19][CH2:18]1)[C:13]([OH:15])=O)=[O:10])[C:2]1[CH:7]=[CH:6][CH:5]=[CH:4][CH:3]=1.Cl.CN(C)CCCN=C=NCC.O.ON1C2C=CC=CC=2N=N1.[CH2:46]([CH2:48][NH2:49])[OH:47].